From a dataset of Forward reaction prediction with 1.9M reactions from USPTO patents (1976-2016). Predict the product of the given reaction. (1) Given the reactants [Br:1][C:2]1[CH:3]=[C:4]2[C:9](=[CH:10][CH:11]=1)[CH2:8][C:7](=O)[CH2:6][CH2:5]2.Cl.[CH3:14][NH2:15].[C-]#N.[K+].Cl.[O-:20][C:21]#[N:22].[K+].C[CH2:25][OH:26], predict the reaction product. The product is: [Br:1][C:2]1[CH:3]=[C:4]2[C:9](=[CH:10][CH:11]=1)[CH2:8][C:7]1([C:21](=[O:20])[NH:22][C:25](=[O:26])[N:15]1[CH3:14])[CH2:6][CH2:5]2. (2) Given the reactants [C:1]([CH2:3][C:4]([OH:6])=O)#[N:2].[CH:7]1([NH2:13])[CH2:12][CH2:11][CH2:10][CH2:9][CH2:8]1.CCN=C=NCCCN(C)C, predict the reaction product. The product is: [C:1]([CH2:3][C:4]([NH:13][CH:7]1[CH2:12][CH2:11][CH2:10][CH2:9][CH2:8]1)=[O:6])#[N:2]. (3) Given the reactants [NH:1]1[C:10]2[C:5](=[CH:6][CH:7]=[CH:8][CH:9]=2)[CH2:4][CH2:3][C:2]1=[O:11].[H-].[Na+].[Br:14][C:15]1[CH:16]=[C:17]([CH:20]=[C:21]([O:23][CH3:24])[CH:22]=1)[CH2:18]Br, predict the reaction product. The product is: [Br:14][C:15]1[CH:16]=[C:17]([CH:20]=[C:21]([O:23][CH3:24])[CH:22]=1)[CH2:18][CH:4]1[C:5]2[C:10](=[CH:9][CH:8]=[CH:7][CH:6]=2)[NH:1][C:2](=[O:11])[CH2:3]1. (4) Given the reactants [C:1]1(B(O)O)[CH:6]=[CH:5][CH:4]=[CH:3][CH:2]=1.[OH:10][C:11]1[CH:19]=[CH:18][CH:17]=[C:16]2[C:12]=1[CH2:13][CH2:14][C:15]2=[O:20].C(Cl)Cl.O=O, predict the reaction product. The product is: [O:10]([C:11]1[CH:19]=[CH:18][CH:17]=[C:16]2[C:12]=1[CH2:13][CH2:14][C:15]2=[O:20])[C:1]1[CH:6]=[CH:5][CH:4]=[CH:3][CH:2]=1.